Dataset: Catalyst prediction with 721,799 reactions and 888 catalyst types from USPTO. Task: Predict which catalyst facilitates the given reaction. (1) Reactant: Cl.[Cl:2][C:3]1[CH:4]=[CH:5][C:6]2[NH:11][C:10](=[O:12])[O:9][C:8]([CH2:17][NH2:18])([C:13]([F:16])([F:15])[F:14])[C:7]=2[CH:19]=1.C(N(CC)CC)C.[F:27][C:28]1[CH:33]=[CH:32][C:31]([N:34]=[C:35]=[O:36])=[CH:30][CH:29]=1. Product: [Cl:2][C:3]1[CH:4]=[CH:5][C:6]2[NH:11][C:10](=[O:12])[O:9][C:8]([CH2:17][NH:18][C:35]([NH:34][C:31]3[CH:32]=[CH:33][C:28]([F:27])=[CH:29][CH:30]=3)=[O:36])([C:13]([F:15])([F:16])[F:14])[C:7]=2[CH:19]=1. The catalyst class is: 1. (2) Reactant: [H-].[Na+].[F:3][C:4]1[CH:5]=[C:6]([CH:16]=[CH:17][CH:18]=1)[CH2:7]P(=O)(OCC)OCC.O=[C:20]1[CH2:25][CH2:24][N:23]([C:26]([O:28][CH2:29][C:30]2[CH:35]=[CH:34][CH:33]=[CH:32][CH:31]=2)=[O:27])[CH2:22][CH2:21]1. Product: [F:3][C:4]1[CH:5]=[C:6]([CH:16]=[CH:17][CH:18]=1)[CH:7]=[C:20]1[CH2:25][CH2:24][N:23]([C:26]([O:28][CH2:29][C:30]2[CH:31]=[CH:32][CH:33]=[CH:34][CH:35]=2)=[O:27])[CH2:22][CH2:21]1. The catalyst class is: 1. (3) Reactant: [NH2:1][NH2:2].[C:3](/[N:5]=[C:6](\SC)/[NH:7][C:8]1[CH:13]=[C:12]([Cl:14])[C:11]([S:15][C:16]2[CH:21]=[CH:20][CH:19]=[CH:18][CH:17]=2)=[C:10]([Cl:22])[CH:9]=1)#[N:4]. Product: [Cl:14][C:12]1[CH:13]=[C:8]([NH:7][C:6]2[N:5]=[C:3]([NH2:4])[NH:2][N:1]=2)[CH:9]=[C:10]([Cl:22])[C:11]=1[S:15][C:16]1[CH:17]=[CH:18][CH:19]=[CH:20][CH:21]=1. The catalyst class is: 8. (4) Reactant: [CH3:1][O:2][CH2:3][CH2:4][CH2:5][C:6]1([C:12](OC)=[O:13])[CH2:11][CH2:10][CH2:9][CH2:8][CH2:7]1.[OH-].[Na+]. Product: [CH3:1][O:2][CH2:3][CH2:4][CH2:5][C:6]1([CH2:12][OH:13])[CH2:11][CH2:10][CH2:9][CH2:8][CH2:7]1. The catalyst class is: 27. (5) Reactant: [CH2:1]([N:6]1[C:14]2[N:13]=[CH:12][N:11]([CH2:15][CH:16]=[CH2:17])[C:10]=2[C:9](=[O:18])[NH:8][C:7]1=[O:19])[CH2:2][CH2:3][CH2:4][CH3:5].CI.[C:22](=O)([O-])[O-].[K+].[K+]. Product: [CH3:22][N:8]1[C:9](=[O:18])[C:10]2[N:11]([CH2:15][CH:16]=[CH2:17])[CH:12]=[N:13][C:14]=2[N:6]([CH2:1][CH2:2][CH2:3][CH2:4][CH3:5])[C:7]1=[O:19]. The catalyst class is: 3. (6) Reactant: CCN(C(C)C)C(C)C.[C:21]([O:20][C:18](O[C:18]([O:20][C:21]([CH3:24])([CH3:23])[CH3:22])=[O:19])=[O:19])([CH3:24])([CH3:23])[CH3:22].[CH3:25][O:26][C:27]1[CH:28]=[C:29]([CH:33]2[NH:38][C:37](=[O:39])[C:36]3([CH2:45][O:44][CH2:43][CH2:42][O:41][CH2:40]3)[NH:35][CH2:34]2)[CH:30]=[CH:31][CH:32]=1. Product: [CH3:25][O:26][C:27]1[CH:28]=[C:29]([CH:33]2[NH:38][C:37](=[O:39])[C:36]3([CH2:40][O:41][CH2:42][CH2:43][O:44][CH2:45]3)[N:35]([C:18]([O:20][C:21]([CH3:22])([CH3:23])[CH3:24])=[O:19])[CH2:34]2)[CH:30]=[CH:31][CH:32]=1. The catalyst class is: 1. (7) Reactant: Cl[C:2]1[CH:7]=[C:6]([Cl:8])[N:5]=[C:4]([C:9]2[CH:14]=[CH:13][CH:12]=[C:11]([CH3:15])[N:10]=2)[N:3]=1.[NH:16]1[C:24]2[C:19](=[C:20]([CH2:25][NH2:26])[CH:21]=[CH:22][CH:23]=2)[CH:18]=[CH:17]1.C([O-])([O-])=O.[K+].[K+]. Product: [Cl:8][C:6]1[N:5]=[C:4]([C:9]2[CH:14]=[CH:13][CH:12]=[C:11]([CH3:15])[N:10]=2)[N:3]=[C:2]([NH:26][CH2:25][C:20]2[CH:21]=[CH:22][CH:23]=[C:24]3[C:19]=2[CH:18]=[CH:17][NH:16]3)[CH:7]=1. The catalyst class is: 37. (8) Reactant: [C:1]1([C:7]2[CH2:13][CH2:12][CH2:11][C:10]3[CH:14]=[CH:15][CH:16]=[CH:17][C:9]=3[C:8]=2[C:18]2[CH:23]=[CH:22][C:21](OS(C(F)(F)F)(=O)=O)=[CH:20][CH:19]=2)[CH:6]=[CH:5][CH:4]=[CH:3][CH:2]=1.[C:32](#[N:35])[CH:33]=[CH2:34].C(N(CC)CC)C. Product: [C:1]1([C:7]2[CH2:13][CH2:12][CH2:11][C:10]3[CH:14]=[CH:15][CH:16]=[CH:17][C:9]=3[C:8]=2[C:18]2[CH:23]=[CH:22][C:21]([CH:34]=[CH:33][C:32]#[N:35])=[CH:20][CH:19]=2)[CH:6]=[CH:5][CH:4]=[CH:3][CH:2]=1. The catalyst class is: 233. (9) Reactant: [Cl:1][C:2]1[CH:7]=[CH:6][C:5]([S:8][C:9]2[C:10]([C:21]3[CH:26]=[CH:25][C:24]([C:27]#[N:28])=[CH:23][CH:22]=3)=[N:11][N:12]([C:14]3[CH:19]=[CH:18][C:17]([F:20])=[CH:16][CH:15]=3)[CH:13]=2)=[CH:4][CH:3]=1.[NH2:29][OH:30]. Product: [Cl:1][C:2]1[CH:3]=[CH:4][C:5]([S:8][C:9]2[C:10]([C:21]3[CH:26]=[CH:25][C:24]([C:27](=[N:29][OH:30])[NH2:28])=[CH:23][CH:22]=3)=[N:11][N:12]([C:14]3[CH:19]=[CH:18][C:17]([F:20])=[CH:16][CH:15]=3)[CH:13]=2)=[CH:6][CH:7]=1. The catalyst class is: 8.